Dataset: Full USPTO retrosynthesis dataset with 1.9M reactions from patents (1976-2016). Task: Predict the reactants needed to synthesize the given product. (1) Given the product [Cl:1][C:2]1[N:3]([S:18]([C:21]2[CH:26]=[CH:25][CH:24]=[CH:23][CH:22]=2)(=[O:20])=[O:19])[C:4]([C:12]2[CH:13]=[CH:14][CH:15]=[CH:16][CH:17]=2)=[CH:5][C:6]=1[CH2:7][OH:8], predict the reactants needed to synthesize it. The reactants are: [Cl:1][C:2]1[N:3]([S:18]([C:21]2[CH:26]=[CH:25][CH:24]=[CH:23][CH:22]=2)(=[O:20])=[O:19])[C:4]([C:12]2[CH:17]=[CH:16][CH:15]=[CH:14][CH:13]=2)=[CH:5][C:6]=1[C:7](OCC)=[O:8].[H-].C([Al+]CC(C)C)C(C)C.Cl. (2) Given the product [O:33]1[CH2:6][CH2:5][CH2:4][CH2:3][CH:2]1[O:1][C:8]1[CH:9]=[C:10]([C:14]23[CH2:21][CH2:20][C:17]([CH2:22][CH2:23][O:24][CH2:25][C:26]([O:28][C:29]([CH3:32])([CH3:31])[CH3:30])=[O:27])([CH2:18][CH2:19]2)[CH2:16][O:15]3)[CH:11]=[CH:12][CH:13]=1, predict the reactants needed to synthesize it. The reactants are: [O:1]([C:8]1[CH:9]=[C:10]([C:14]23[CH2:21][CH2:20][C:17]([CH2:22][CH2:23][O:24][CH2:25][C:26]([O:28][C:29]([CH3:32])([CH3:31])[CH3:30])=[O:27])([CH2:18][CH2:19]2)[CH2:16][O:15]3)[CH:11]=[CH:12][CH:13]=1)[C:2]1C=[CH:6][CH:5]=[CH:4][CH:3]=1.[O:33](C1C=C(C23CCC(CC(O)=O)(CC2)CO3)C=CC=1)C1C=CC=CC=1.O1CCCCC1OC1C=C(C23CCC(CC(OC)=O)(CC2)CO3)C=CC=1. (3) Given the product [Cl:16][C:2]1[S:3][C:4]2[C:9](=[O:10])[NH:8][N:7]=[CH:6][C:5]=2[N:11]=1, predict the reactants needed to synthesize it. The reactants are: N[C:2]1[S:3][C:4]2[C:9](=[O:10])[NH:8][N:7]=[CH:6][C:5]=2[N:11]=1.N([O-])=O.[Na+].[ClH:16]. (4) Given the product [ClH:1].[ClH:1].[NH2:29][C@H:30]1[CH2:35][CH2:34][C@H:33]([NH:36][C:2]2[N:10]=[C:9]3[C:5]([N:6]=[CH:7][N:8]3[CH:11]3[CH2:12][CH2:13][CH2:14][CH2:15]3)=[C:4]([NH:16][CH2:17][CH2:18][NH:19][C:20](=[O:28])[C:21]3[CH:26]=[CH:25][C:24]([Cl:27])=[CH:23][CH:22]=3)[N:3]=2)[CH2:32][CH2:31]1, predict the reactants needed to synthesize it. The reactants are: [Cl:1][C:2]1[N:10]=[C:9]2[C:5]([N:6]=[CH:7][N:8]2[CH:11]2[CH2:15][CH2:14][CH2:13][CH2:12]2)=[C:4]([NH:16][CH2:17][CH2:18][NH:19][C:20](=[O:28])[C:21]2[CH:26]=[CH:25][C:24]([Cl:27])=[CH:23][CH:22]=2)[N:3]=1.[NH2:29][C@H:30]1[CH2:35][CH2:34][C@H:33]([NH2:36])[CH2:32][CH2:31]1. (5) The reactants are: [C:1]([C:4]1[N:5]=[CH:6][N:7]([CH3:9])[CH:8]=1)(=[O:3])[CH3:2].[C:10](OCC)(=[O:16])[C:11]([O:13][CH2:14][CH3:15])=[O:12]. Given the product [CH3:9][N:7]1[CH:8]=[C:4]([C:1](=[O:3])[CH2:2][C:10](=[O:16])[C:11]([O:13][CH2:14][CH3:15])=[O:12])[N:5]=[CH:6]1, predict the reactants needed to synthesize it.